From a dataset of Forward reaction prediction with 1.9M reactions from USPTO patents (1976-2016). Predict the product of the given reaction. (1) Given the reactants FC(F)(F)[C:3]([C:5]1[C:13]2[C:8](=[CH:9][CH:10]=[CH:11][C:12]=2[F:14])[NH:7][CH:6]=1)=[O:4].[OH-:17].[Na+], predict the reaction product. The product is: [F:14][C:12]1[CH:11]=[CH:10][CH:9]=[C:8]2[C:13]=1[C:5]([C:3]([OH:4])=[O:17])=[CH:6][NH:7]2. (2) Given the reactants [CH:1]1([NH:7][C:8]2[CH:13]=[CH:12][CH:11]=[CH:10][C:9]=2[C:14](=[C:28]2[CH2:33][CH2:32][NH:31][CH2:30][CH2:29]2)[C:15]2[CH:27]=[CH:26][C:18]([C:19]([N:21]([CH2:24][CH3:25])[CH2:22][CH3:23])=[O:20])=[CH:17][CH:16]=2)C[CH2:5][CH2:4][CH2:3][CH2:2]1.CC(OC(N1CCC(=C(C2C=CC=CC=2N)C2C=CC(C(N(CC)CC)=O)=CC=2)CC1)=O)(C)C.C1(=O)CCCC1.C(O)(C(F)(F)F)=O, predict the reaction product. The product is: [CH:1]1([NH:7][C:8]2[CH:13]=[CH:12][CH:11]=[CH:10][C:9]=2[C:14](=[C:28]2[CH2:29][CH2:30][NH:31][CH2:32][CH2:33]2)[C:15]2[CH:27]=[CH:26][C:18]([C:19]([N:21]([CH2:24][CH3:25])[CH2:22][CH3:23])=[O:20])=[CH:17][CH:16]=2)[CH2:2][CH2:3][CH2:4][CH2:5]1. (3) Given the reactants COC1C=CC(N2CCN(CCC3C=CC=CC=3)CC2)=CC=1.[F:23][C:24]1[CH:29]=[C:28]([O:30]C)[C:27]([F:32])=[CH:26][C:25]=1[N:33]1[CH2:38][CH2:37][CH:36]([C:39]([NH:41][CH:42]([CH2:45][CH3:46])[CH2:43][CH3:44])=[O:40])[CH2:35][CH2:34]1, predict the reaction product. The product is: [F:23][C:24]1[CH:29]=[C:28]([OH:30])[C:27]([F:32])=[CH:26][C:25]=1[N:33]1[CH2:38][CH2:37][CH:36]([C:39]([NH:41][CH:42]([CH2:45][CH3:46])[CH2:43][CH3:44])=[O:40])[CH2:35][CH2:34]1. (4) Given the reactants [Cl-].O[NH3+:3].[C:4](=[O:7])([O-])[OH:5].[Na+].CS(C)=O.[CH2:13]([C:17]1[N:18]=[C:19]([CH3:48])[N:20]([C:39]2[CH:44]=[CH:43][C:42]([O:45][CH3:46])=[C:41]([CH3:47])[CH:40]=2)[C:21](=[O:38])[C:22]=1[CH2:23][C:24]1[CH:29]=[CH:28][C:27]([C:30]2[C:31]([C:36]#[N:37])=[CH:32][CH:33]=[CH:34][CH:35]=2)=[CH:26][CH:25]=1)[CH2:14][CH2:15][CH3:16], predict the reaction product. The product is: [CH2:13]([C:17]1[N:18]=[C:19]([CH3:48])[N:20]([C:39]2[CH:44]=[CH:43][C:42]([O:45][CH3:46])=[C:41]([CH3:47])[CH:40]=2)[C:21](=[O:38])[C:22]=1[CH2:23][C:24]1[CH:25]=[CH:26][C:27]([C:30]2[CH:35]=[CH:34][CH:33]=[CH:32][C:31]=2[C:36]2[NH:3][C:4](=[O:7])[O:5][N:37]=2)=[CH:28][CH:29]=1)[CH2:14][CH2:15][CH3:16]. (5) The product is: [Br:1][C:2]1[CH:3]=[CH:4][C:5]2[N:6]([CH:15]=[C:14]([C:13]3[CH:18]=[CH:19][C:10]([Cl:9])=[CH:11][CH:12]=3)[N:8]=2)[CH:7]=1. Given the reactants [Br:1][C:2]1[CH:3]=[CH:4][C:5]([NH2:8])=[N:6][CH:7]=1.[Cl:9][C:10]1[CH:19]=[CH:18][C:13]([C:14](=O)[CH2:15]Br)=[CH:12][CH:11]=1.C([O-])(O)=O.[Na+], predict the reaction product. (6) Given the reactants [CH3:1][C:2]([S:25]([CH3:28])(=[O:27])=[O:26])([CH2:8][CH2:9][C:10]1[CH:15]=[CH:14][C:13]([B:16]2[O:20]C(C)(C)C(C)(C)[O:17]2)=[CH:12][CH:11]=1)[C:3]([O:5][CH2:6][CH3:7])=[O:4].C([O-])(=O)C.[NH4+].I([O-])(=O)(=O)=O.[Na+], predict the reaction product. The product is: [CH2:6]([O:5][C:3](=[O:4])[C:2]([CH3:1])([S:25]([CH3:28])(=[O:26])=[O:27])[CH2:8][CH2:9][C:10]1[CH:15]=[CH:14][C:13]([B:16]([OH:20])[OH:17])=[CH:12][CH:11]=1)[CH3:7]. (7) Given the reactants [F:1][C:2]1[C:3]([NH2:9])=[N:4][C:5](=[O:8])[NH:6][CH:7]=1.[C:10]1([CH3:16])C=CC=C[CH:11]=1.C(N(CC)CC)C.[OH2:24], predict the reaction product. The product is: [C:11]([NH:9][C:3]1[C:2]([F:1])=[CH:7][NH:6][C:5](=[O:8])[N:4]=1)(=[O:24])[CH2:10][CH3:16]. (8) Given the reactants C([O:8][C:9]1[CH:35]=[CH:34][C:12]([O:13][CH2:14][CH2:15][C:16]2[N:17]=[C:18]([C:22]3[CH:27]=[CH:26][C:25]([C:28]4[CH:33]=[CH:32][CH:31]=[CH:30][CH:29]=4)=[CH:24][CH:23]=3)[O:19][C:20]=2[CH3:21])=[C:11]([CH2:36][CH2:37][CH2:38][CH3:39])[CH:10]=1)C1C=CC=CC=1.[H][H], predict the reaction product. The product is: [CH2:36]([C:11]1[CH:10]=[C:9]([OH:8])[CH:35]=[CH:34][C:12]=1[O:13][CH2:14][CH2:15][C:16]1[N:17]=[C:18]([C:22]2[CH:23]=[CH:24][C:25]([C:28]3[CH:29]=[CH:30][CH:31]=[CH:32][CH:33]=3)=[CH:26][CH:27]=2)[O:19][C:20]=1[CH3:21])[CH2:37][CH2:38][CH3:39]. (9) Given the reactants F[C:2]1[CH:9]=[CH:8][C:7]([O:10][CH3:11])=[CH:6][C:3]=1[CH:4]=[O:5].C([O-])([O-])=O.[K+].[K+].[CH3:18][N:19]([CH3:24])[CH2:20][CH2:21][NH:22][CH3:23].O, predict the reaction product. The product is: [CH3:18][N:19]([CH3:24])[CH2:20][CH2:21][N:22]([CH3:23])[C:2]1[CH:9]=[CH:8][C:7]([O:10][CH3:11])=[CH:6][C:3]=1[CH:4]=[O:5].